From a dataset of Full USPTO retrosynthesis dataset with 1.9M reactions from patents (1976-2016). Predict the reactants needed to synthesize the given product. (1) The reactants are: [Cl:1][C:2]1[N:7]=[C:6](Cl)[CH:5]=[C:4]([C:9]([F:12])([F:11])[F:10])[N:3]=1.Cl.[CH:14]12[O:21][CH:18]([CH2:19][CH2:20]1)[CH2:17][NH:16][CH2:15]2.C(N(CC)CC)C. Given the product [Cl:1][C:2]1[N:7]=[C:6]([N:16]2[CH2:15][CH:14]3[O:21][CH:18]([CH2:19][CH2:20]3)[CH2:17]2)[CH:5]=[C:4]([C:9]([F:12])([F:11])[F:10])[N:3]=1, predict the reactants needed to synthesize it. (2) Given the product [CH:2]1([C:5]2[N:6]=[CH:7][C:8]([O:11][C@@H:12]3[CH2:22][N:15]4[C:16](=[O:21])[CH2:17][CH2:18][N:19]([C:35](=[O:36])[C:34]5[CH:38]=[CH:39][CH:40]=[C:32]([C:31]([F:30])([F:41])[F:42])[CH:33]=5)[CH2:20][C@H:14]4[CH2:13]3)=[N:9][CH:10]=2)[CH2:4][CH2:3]1, predict the reactants needed to synthesize it. The reactants are: Cl.[CH:2]1([C:5]2[N:6]=[CH:7][C:8]([O:11][C@@H:12]3[CH2:22][N:15]4[C:16](=[O:21])[CH2:17][CH2:18][NH:19][CH2:20][C@H:14]4[CH2:13]3)=[N:9][CH:10]=2)[CH2:4][CH2:3]1.C(N(CC)CC)C.[F:30][C:31]([F:42])([F:41])[C:32]1[CH:33]=[C:34]([CH:38]=[CH:39][CH:40]=1)[C:35](Cl)=[O:36]. (3) Given the product [F:40][C:39]([F:42])([F:41])[C:37]([OH:43])=[O:38].[CH2:1]([NH:3][C:4]([NH:5][C:6]1[CH:7]=[CH:8][C:9]([C:12]2[N:13]=[C:14]([N:29]3[CH2:34][CH2:33][O:32][CH2:31][C@@H:30]3[CH3:35])[C:15]3[CH2:21][CH2:20][NH:19][CH2:18][C:16]=3[N:17]=2)=[CH:10][CH:11]=1)=[O:36])[CH3:2], predict the reactants needed to synthesize it. The reactants are: [CH2:1]([NH:3][C:4](=[O:36])[NH:5][C:6]1[CH:11]=[CH:10][C:9]([C:12]2[N:13]=[C:14]([N:29]3[CH2:34][CH2:33][O:32][CH2:31][C@@H:30]3[CH3:35])[C:15]3[CH2:21][CH2:20][N:19](C(OC(C)(C)C)=O)[CH2:18][C:16]=3[N:17]=2)=[CH:8][CH:7]=1)[CH3:2].[C:37]([OH:43])([C:39]([F:42])([F:41])[F:40])=[O:38]. (4) Given the product [NH2:19][C:10]1[C:9]2[N:8]=[C:7]([CH2:20][CH2:21][O:22][CH3:23])[N:6]([CH2:5][CH2:4][CH2:3][CH2:2][NH:1][C:39](=[O:40])[C@@H:38]3[CH2:42][CH2:43][CH2:44][N:37]3[S:34]([C:31]3[CH:32]=[CH:33][C:28]([C:24]([CH3:26])([CH3:25])[CH3:27])=[CH:29][CH:30]=3)(=[O:36])=[O:35])[C:18]=2[C:17]2[CH:16]=[CH:15][CH:14]=[CH:13][C:12]=2[N:11]=1, predict the reactants needed to synthesize it. The reactants are: [NH2:1][CH2:2][CH2:3][CH2:4][CH2:5][N:6]1[C:18]2[C:17]3[CH:16]=[CH:15][CH:14]=[CH:13][C:12]=3[N:11]=[C:10]([NH2:19])[C:9]=2[N:8]=[C:7]1[CH2:20][CH2:21][O:22][CH3:23].[C:24]([C:28]1[CH:33]=[CH:32][C:31]([S:34]([N:37]2[CH2:44][CH2:43][CH2:42][C@H:38]2[C:39](O)=[O:40])(=[O:36])=[O:35])=[CH:30][CH:29]=1)([CH3:27])([CH3:26])[CH3:25]. (5) Given the product [CH3:11][N:10]([CH3:12])[C:6]1[C:3]2[C:4]([NH2:5])=[N:20][NH:19][C:2]=2[N:9]=[CH:8][CH:7]=1, predict the reactants needed to synthesize it. The reactants are: Cl[C:2]1[N:9]=[CH:8][CH:7]=[C:6]([N:10]([CH3:12])[CH3:11])[C:3]=1[C:4]#[N:5].C([O-])(=O)C.[Na+].O.[NH2:19][NH2:20].